Dataset: Full USPTO retrosynthesis dataset with 1.9M reactions from patents (1976-2016). Task: Predict the reactants needed to synthesize the given product. Given the product [NH2:20][C:16]1[CH:15]=[C:14]([C:12]2[N:13]=[C:9]([C:6]3[CH:7]=[CH:8][C:3]([S:2][CH3:1])=[CH:4][CH:5]=3)[NH:10][C:11]=2[C:23]2[CH:28]=[CH:27][N:26]=[CH:25][CH:24]=2)[CH:19]=[CH:18][CH:17]=1, predict the reactants needed to synthesize it. The reactants are: [CH3:1][S:2][C:3]1[CH:8]=[CH:7][C:6]([C:9]2[NH:10][C:11]([C:23]3[CH:28]=[CH:27][N:26]=[CH:25][CH:24]=3)=[C:12]([C:14]3[CH:19]=[CH:18][CH:17]=[C:16]([N+:20]([O-])=O)[CH:15]=3)[N:13]=2)=[CH:5][CH:4]=1.[OH-].[Na+].